This data is from Full USPTO retrosynthesis dataset with 1.9M reactions from patents (1976-2016). The task is: Predict the reactants needed to synthesize the given product. (1) The reactants are: [C:1]([O:5][C:6](=[O:17])[NH:7][CH:8]1[CH2:13][CH2:12][N:11]([CH2:14][CH2:15]O)[CH2:10][CH2:9]1)([CH3:4])([CH3:3])[CH3:2].[CH3:18][CH:19]1[CH2:24][CH2:23][NH:22][CH2:21][CH2:20]1.CCN(C(C)C)C(C)C.[I-].C(C[P+](C)(C)C)#N.C([O-])([O-])=O.[K+].[K+]. Given the product [C:1]([O:5][C:6](=[O:17])[NH:7][CH:8]1[CH2:13][CH2:12][N:11]([CH2:14][CH2:15][N:22]2[CH2:23][CH2:24][CH:19]([CH3:18])[CH2:20][CH2:21]2)[CH2:10][CH2:9]1)([CH3:4])([CH3:3])[CH3:2], predict the reactants needed to synthesize it. (2) Given the product [C:17]([N:20]1[CH2:25][CH2:24][N:23]([C:8]([NH:7][C:4]2[CH:3]=[CH:2][N:1]=[CH:6][CH:5]=2)=[O:16])[CH2:22][CH2:21]1)(=[O:19])[CH3:18], predict the reactants needed to synthesize it. The reactants are: [N:1]1[CH:6]=[CH:5][C:4]([NH:7][C:8](=[O:16])OC2C=CC=CC=2)=[CH:3][CH:2]=1.[C:17]([N:20]1[CH2:25][CH2:24][NH:23][CH2:22][CH2:21]1)(=[O:19])[CH3:18]. (3) Given the product [Br:13][CH2:14][C:15]([O:3][C@H:2]([C:4]1[CH:9]=[CH:8][CH:7]=[CH:6][CH:5]=1)[C:1]([O:11][CH3:12])=[O:10])=[O:16], predict the reactants needed to synthesize it. The reactants are: [C:1]([O:11][CH3:12])(=[O:10])[C@@H:2]([C:4]1[CH:9]=[CH:8][CH:7]=[CH:6][CH:5]=1)[OH:3].[Br:13][CH2:14][C:15](Br)=[O:16]. (4) Given the product [CH3:1][O:2][C:3]1[CH:4]=[CH:5][C:6]([C:9]2[C:13]3[CH:14]=[C:15]([C:18]4[O:22][C:21]([S:23][CH2:25][C:26]5[CH:27]=[C:28]([CH:31]=[CH:32][CH:33]=5)[C:29]#[N:30])=[N:20][N:19]=4)[CH:16]=[CH:17][C:12]=3[O:11][CH:10]=2)=[CH:7][CH:8]=1, predict the reactants needed to synthesize it. The reactants are: [CH3:1][O:2][C:3]1[CH:8]=[CH:7][C:6]([C:9]2[C:13]3[CH:14]=[C:15]([C:18]4[O:22][C:21]([SH:23])=[N:20][N:19]=4)[CH:16]=[CH:17][C:12]=3[O:11][CH:10]=2)=[CH:5][CH:4]=1.Br[CH2:25][C:26]1[CH:27]=[C:28]([CH:31]=[CH:32][CH:33]=1)[C:29]#[N:30]. (5) Given the product [I:19][C:20]1[CH:25]=[N:24][C:23]([NH2:26])=[C:22]2[O:27][C:28]([C:30]3[C:31]4[C:36](=[CH:35][N:34]=[CH:33][CH:32]=4)[S:1][CH:39]=3)=[CH:29][C:21]=12, predict the reactants needed to synthesize it. The reactants are: [S:1]1C2=CN=CC=C2C(C2OC3=CN=CC=C3C=2)=C1.[I:19][C:20]1[CH:25]=[N:24][C:23]([NH2:26])=[C:22]2[O:27][C:28]([C:30]3[CH:39]=CC=[C:36]4[C:31]=3[CH:32]=[CH:33][N:34]=[CH:35]4)=[CH:29][C:21]=12. (6) Given the product [NH2:8][C:9]([C:12]1[CH:13]=[CH:14][C:15]([C:18]2[C:23]([Cl:24])=[CH:22][N:21]=[C:20]([NH:26][C:27]3[CH:32]=[CH:31][CH:30]=[C:29]([CH2:33][CH2:34][OH:35])[CH:28]=3)[N:19]=2)=[CH:16][CH:17]=1)([CH3:10])[CH3:11], predict the reactants needed to synthesize it. The reactants are: C(OC([NH:8][C:9]([C:12]1[CH:17]=[CH:16][C:15]([C:18]2[C:23]([Cl:24])=[CH:22][N:21]=[C:20](Cl)[N:19]=2)=[CH:14][CH:13]=1)([CH3:11])[CH3:10])=O)(C)(C)C.[NH2:26][C:27]1[CH:28]=[C:29]([CH2:33][CH2:34][OH:35])[CH:30]=[CH:31][CH:32]=1. (7) The reactants are: C(O[C:4]([C:6]1[C:11](=[O:12])[N:10]([CH2:13][C:14]2[C:19]([F:20])=[CH:18][CH:17]=[CH:16][C:15]=2[F:21])[N:9]2[CH:22]=[CH:23][CH:24]=[C:8]2[C:7]=1[OH:25])=[O:5])C.[NH2:26][CH2:27][C:28]([O-:30])=[O:29].[Na+]. Given the product [F:20][C:19]1[CH:18]=[CH:17][CH:16]=[C:15]([F:21])[C:14]=1[CH2:13][N:10]1[C:11](=[O:12])[C:6]([C:4]([NH:26][CH2:27][C:28]([OH:30])=[O:29])=[O:5])=[C:7]([OH:25])[C:8]2=[CH:24][CH:23]=[CH:22][N:9]12, predict the reactants needed to synthesize it.